This data is from Reaction yield outcomes from USPTO patents with 853,638 reactions. The task is: Predict the reaction yield, written as a fraction of the theoretical maximum amount of product (1.0 means a 100% yield; for example, 0.34 means a 34% yield). (1) The reactants are [Br:1][C:2]1[N:6]2[CH:7]=[C:8]([C:11]3[CH:21]=[CH:20][C:14]([C:15]([O:17]CC)=[O:16])=[CH:13][CH:12]=3)[N:9]=[CH:10][C:5]2=[N:4][CH:3]=1.[Li+].[OH-].O. The catalyst is C1COCC1.CO. The product is [Br:1][C:2]1[N:6]2[CH:7]=[C:8]([C:11]3[CH:12]=[CH:13][C:14]([C:15]([OH:17])=[O:16])=[CH:20][CH:21]=3)[N:9]=[CH:10][C:5]2=[N:4][CH:3]=1. The yield is 0.560. (2) The reactants are C[O:2][C:3](=[O:32])[CH2:4][CH2:5][CH2:6][C:7]12[CH2:14][CH2:13][C:10]([C:15]3[NH:23][C:22]4[C:21](=[O:24])[N:20]([CH2:25][CH2:26][CH3:27])[C:19](=[O:28])[N:18]([CH2:29][CH2:30][CH3:31])[C:17]=4[N:16]=3)([CH2:11][CH2:12]1)[CH2:9][CH2:8]2.[Li+].[OH-]. The catalyst is C1COCC1. The product is [O:28]=[C:19]1[N:18]([CH2:29][CH2:30][CH3:31])[C:17]2[N:16]=[C:15]([C:10]34[CH2:13][CH2:14][C:7]([CH2:6][CH2:5][CH2:4][C:3]([OH:32])=[O:2])([CH2:12][CH2:11]3)[CH2:8][CH2:9]4)[NH:23][C:22]=2[C:21](=[O:24])[N:20]1[CH2:25][CH2:26][CH3:27]. The yield is 0.810. (3) The catalyst is N1C=CC=CC=1. The product is [CH3:1][C:2]1[C:3]2[S:11][C:12]([C:14]3[CH:19]=[CH:18][CH:17]=[CH:16][N:15]=3)=[N:13][C:5](=[O:7])[C:4]=2[CH:8]=[CH:9][CH:10]=1. The reactants are [CH3:1][C:2]1[C:3]([SH:11])=[C:4]([CH:8]=[CH:9][CH:10]=1)[C:5]([OH:7])=O.[C:12]([C:14]1[CH:19]=[CH:18][CH:17]=[CH:16][N:15]=1)#[N:13]. The yield is 0.520. (4) The reactants are [CH2:1]([N:8]1[CH:17]=[C:16](I)[C:15]2[C:10](=[CH:11][CH:12]=[N:13][CH:14]=2)[C:9]1=[O:19])[C:2]1[CH:7]=[CH:6][CH:5]=[CH:4][CH:3]=1.[CH3:20][C:21]1[C:25](B(O)O)=[C:24]([CH3:29])[O:23][N:22]=1.C([O-])([O-])=O.[Na+].[Na+]. The catalyst is C1(C)C=CC=CC=1.C(O)C.O.C1C=CC([P]([Pd]([P](C2C=CC=CC=2)(C2C=CC=CC=2)C2C=CC=CC=2)([P](C2C=CC=CC=2)(C2C=CC=CC=2)C2C=CC=CC=2)[P](C2C=CC=CC=2)(C2C=CC=CC=2)C2C=CC=CC=2)(C2C=CC=CC=2)C2C=CC=CC=2)=CC=1. The product is [CH2:1]([N:8]1[CH:17]=[C:16]([C:25]2[C:21]([CH3:20])=[N:22][O:23][C:24]=2[CH3:29])[C:15]2[C:10](=[CH:11][CH:12]=[N:13][CH:14]=2)[C:9]1=[O:19])[C:2]1[CH:7]=[CH:6][CH:5]=[CH:4][CH:3]=1. The yield is 0.320. (5) The reactants are [NH2:1][CH2:2][C:3]1([CH2:8][OH:9])[CH2:7][CH2:6][CH2:5][CH2:4]1.[OH-].[Na+].[C:12](O[C:12]([O:14][C:15]([CH3:18])([CH3:17])[CH3:16])=[O:13])([O:14][C:15]([CH3:18])([CH3:17])[CH3:16])=[O:13]. The catalyst is O1CCCC1. The product is [C:15]([O:14][C:12]([NH:1][CH2:2][C:3]1([CH2:8][OH:9])[CH2:7][CH2:6][CH2:5][CH2:4]1)=[O:13])([CH3:18])([CH3:17])[CH3:16]. The yield is 0.850. (6) The reactants are [H-].[Na+].[C:3](#[N:5])[CH3:4].C([O:8][C:9](=O)[C:10]([CH3:14])([CH3:13])[CH2:11][CH3:12])C. The yield is 0.270. The product is [CH3:13][C:10]([CH3:14])([CH2:11][CH3:12])[C:9](=[O:8])[CH2:4][C:3]#[N:5]. The catalyst is O1CCCC1.Cl. (7) The yield is 0.630. No catalyst specified. The product is [Cl:29][C:8]1[N:7]2[N:13]=[C:14]([CH3:16])[N:15]=[C:6]2[C:5]2[CH:4]=[C:3]([F:17])[C:2]([F:1])=[CH:11][C:10]=2[N:9]=1. The reactants are [F:1][C:2]1[C:3]([F:17])=[CH:4][C:5]2[C:6]3[N:7]([N:13]=[C:14]([CH3:16])[N:15]=3)[C:8](=O)[NH:9][C:10]=2[CH:11]=1.C(N(CC)C(C)C)(C)C.O=P(Cl)(Cl)[Cl:29].